Dataset: Catalyst prediction with 721,799 reactions and 888 catalyst types from USPTO. Task: Predict which catalyst facilitates the given reaction. (1) Reactant: Cl[CH:2]([C:14]1[CH:19]=[CH:18][CH:17]=[CH:16][CH:15]=1)[C:3]([C:5]1[C:13]2[C:8](=[CH:9][CH:10]=[CH:11][CH:12]=2)[NH:7][CH:6]=1)=[O:4].[N:20]1[C:29]2[C:24](=[CH:25][C:26]([NH2:30])=[CH:27][CH:28]=2)[N:23]=[CH:22][CH:21]=1.CCN(C(C)C)C(C)C. Product: [NH:7]1[C:8]2[C:13](=[CH:12][CH:11]=[CH:10][CH:9]=2)[C:5]([C:3](=[O:4])[CH:2]([C:14]2[CH:19]=[CH:18][CH:17]=[CH:16][CH:15]=2)[NH:30][C:26]2[CH:25]=[C:24]3[C:29](=[CH:28][CH:27]=2)[N:20]=[CH:21][CH:22]=[N:23]3)=[CH:6]1. The catalyst class is: 10. (2) Reactant: [C:1]1([CH:7]2[NH:12][CH2:11][CH2:10][N:9]([CH2:13][C:14]3[CH:19]=[CH:18][C:17]([C:20]4C=[CH:24][CH:23]=[CH:22][C:21]=4C(F)(F)F)=[CH:16][CH:15]=3)[CH2:8]2)[CH:6]=[CH:5][CH:4]=[CH:3][CH:2]=1.[CH:30](N(CC)C(C)C)(C)C.IC.Cl[CH2:42][Cl:43]. Product: [CH3:30][N:12]1[CH2:11][CH2:10][N:9]([CH2:13][C:14]2[CH:15]=[CH:16][C:17]([C:20]3[CH:21]=[CH:22][CH:23]=[CH:24][C:42]=3[Cl:43])=[CH:18][CH:19]=2)[CH2:8][CH:7]1[C:1]1[CH:2]=[CH:3][CH:4]=[CH:5][CH:6]=1. The catalyst class is: 10. (3) Reactant: [OH:1][C:2]1[CH:3]=[C:4]([C:8]2[N:13]=[C:12](C3C=CNN=3)[N:11]=[C:10]([NH:19][C:20]3[CH:21]=[C:22]4[C:26](=[CH:27][CH:28]=3)[NH:25][N:24]=[CH:23]4)[C:9]=2[C:29]([OH:31])=[O:30])[CH:5]=[CH:6][CH:7]=1.[NH:32]1[CH2:37][CH2:36][O:35][CH2:34][CH2:33]1.C(O)(=O)C. Product: [OH:1][C:2]1[CH:3]=[C:4]([C:8]2[N:13]=[C:12]([N:32]3[CH2:37][CH2:36][O:35][CH2:34][CH2:33]3)[N:11]=[C:10]([NH:19][C:20]3[CH:21]=[C:22]4[C:26](=[CH:27][CH:28]=3)[NH:25][N:24]=[CH:23]4)[C:9]=2[C:29]([OH:31])=[O:30])[CH:5]=[CH:6][CH:7]=1. The catalyst class is: 37. (4) Reactant: [C:1]([C:4]1[CH:12]=[CH:11][C:7]([C:8]([OH:10])=O)=[CH:6][CH:5]=1)(=[O:3])[CH3:2].Cl.Cl.[CH:15]([N:18]1[CH2:23][CH2:22][NH:21][CH2:20][CH2:19]1)([CH3:17])[CH3:16].CN1CCOCC1.ON1C2C=CC=CC=2N=N1.Cl.CN(C)CCCN=C=NCC. Product: [CH:15]([N:18]1[CH2:23][CH2:22][N:21]([C:8]([C:7]2[CH:6]=[CH:5][C:4]([C:1](=[O:3])[CH3:2])=[CH:12][CH:11]=2)=[O:10])[CH2:20][CH2:19]1)([CH3:17])[CH3:16]. The catalyst class is: 3. (5) Reactant: [CH3:1][O:2][C:3]1[CH:21]=[C:20]([O:22][CH3:23])[CH:19]=[CH:18][C:4]=1[CH2:5][NH:6][CH:7]([C:13]([O:15][CH2:16][CH3:17])=[O:14])[C:8]([O:10][CH2:11][CH3:12])=[O:9].[C:24]([CH2:26][C:27](O)=[O:28])#[N:25].ON1C2C=CC=CC=2N=N1.Cl.C(N=C=NCCCN(C)C)C. Product: [NH2:25][C:24]1[C:7]([C:8]([O:10][CH2:11][CH3:12])=[O:9])([C:13]([O:15][CH2:16][CH3:17])=[O:14])[N:6]([CH2:5][C:4]2[CH:18]=[CH:19][C:20]([O:22][CH3:23])=[CH:21][C:3]=2[O:2][CH3:1])[C:27](=[O:28])[CH:26]=1. The catalyst class is: 9.